Dataset: Forward reaction prediction with 1.9M reactions from USPTO patents (1976-2016). Task: Predict the product of the given reaction. The product is: [C:23]([NH:27][C:28]([C:30]1[C:38]2[C:33](=[N:34][CH:35]=[C:36]([C:6]3[N:7]=[CH:8][N:9]4[CH:14]=[CH:13][CH:12]=[CH:11][C:10]=34)[N:37]=2)[N:32]([CH2:40][O:41][CH2:42][CH2:43][Si:44]([CH3:47])([CH3:46])[CH3:45])[CH:31]=1)=[O:29])([CH3:26])([CH3:25])[CH3:24]. Given the reactants C([Sn](CCCC)(CCCC)[C:6]1[N:7]=[CH:8][N:9]2[CH:14]=[CH:13][CH:12]=[CH:11][C:10]=12)CCC.[C:23]([NH:27][C:28]([C:30]1[C:38]2[C:33](=[N:34][CH:35]=[C:36](Br)[N:37]=2)[N:32]([CH2:40][O:41][CH2:42][CH2:43][Si:44]([CH3:47])([CH3:46])[CH3:45])[CH:31]=1)=[O:29])([CH3:26])([CH3:25])[CH3:24], predict the reaction product.